Dataset: Reaction yield outcomes from USPTO patents with 853,638 reactions. Task: Predict the reaction yield, written as a fraction of the theoretical maximum amount of product (1.0 means a 100% yield; for example, 0.34 means a 34% yield). (1) The reactants are [CH:1]1([NH:7][C:8]2[CH:13]=[CH:12][C:11]([S:14]([NH2:17])(=[O:16])=[O:15])=[CH:10][C:9]=2[N+:18]([O-])=O)[CH2:6][CH2:5][CH2:4][CH2:3][CH2:2]1. The catalyst is CO.C(OCC)(=O)C.[Pd]. The product is [NH2:18][C:9]1[CH:10]=[C:11]([S:14]([NH2:17])(=[O:15])=[O:16])[CH:12]=[CH:13][C:8]=1[NH:7][CH:1]1[CH2:2][CH2:3][CH2:4][CH2:5][CH2:6]1. The yield is 1.00. (2) The yield is 0.710. The product is [CH3:13][C:11]([C:14]1[CH:15]=[C:16]([S:20]([N:23]2[C:31]3[C:26](=[CH:27][C:28]([C:32]([F:35])([F:34])[F:33])=[CH:29][CH:30]=3)[CH:25]=[C:24]2[CH2:36][C:37]([NH2:38])=[S:2])(=[O:22])=[O:21])[CH:17]=[CH:18][CH:19]=1)([CH3:10])[CH3:12]. The catalyst is O1CCCC1.O. The reactants are P([O-])(OCC)(SCC)=[S:2].[CH3:10][C:11]([C:14]1[CH:15]=[C:16]([S:20]([N:23]2[C:31]3[C:26](=[CH:27][C:28]([C:32]([F:35])([F:34])[F:33])=[CH:29][CH:30]=3)[CH:25]=[C:24]2[CH2:36][C:37]#[N:38])(=[O:22])=[O:21])[CH:17]=[CH:18][CH:19]=1)([CH3:13])[CH3:12].C([O-])([O-])=O.[Na+].[Na+]. (3) The reactants are O.[NH2:2][NH2:3].[C:4]([C:10]([O:12][CH3:13])=[O:11])#[C:5][C:6](OC)=[O:7]. The catalyst is C1(C)C=CC=CC=1. The product is [OH:7][C:6]1[CH:5]=[C:4]([C:10]([O:12][CH3:13])=[O:11])[NH:3][N:2]=1. The yield is 0.738. (4) The reactants are [C:1]([N:8]1[CH2:13][CH2:12][NH:11][CH2:10][CH2:9]1)([O:3][C:4]([CH3:7])([CH3:6])[CH3:5])=[O:2].[N:14]#[C:15]Br. The catalyst is ClCCl. The product is [C:15]([N:11]1[CH2:10][CH2:9][N:8]([C:1]([O:3][C:4]([CH3:7])([CH3:6])[CH3:5])=[O:2])[CH2:13][CH2:12]1)#[N:14]. The yield is 0.570. (5) The reactants are C([N:8]1[CH2:12][CH:11]([C:13]2[CH:18]=[CH:17][C:16]([Cl:19])=[C:15]([F:20])[CH:14]=2)[CH:10]([N:21]([CH2:23][C:24]2[CH:29]=[CH:28][C:27]([C:30]([F:33])([F:32])[F:31])=[C:26]([F:34])[CH:25]=2)[CH3:22])[CH2:9]1)C1C=CC=CC=1.ClC(OCC(Cl)(Cl)Cl)=O. The catalyst is CC#N. The product is [Cl:19][C:16]1[CH:17]=[CH:18][C:13]([CH:11]2[CH2:12][NH:8][CH2:9][CH:10]2[N:21]([CH2:23][C:24]2[CH:29]=[CH:28][C:27]([C:30]([F:33])([F:31])[F:32])=[C:26]([F:34])[CH:25]=2)[CH3:22])=[CH:14][C:15]=1[F:20]. The yield is 0.670. (6) The reactants are [Br:1][C:2]1[CH:3]=[CH:4][C:5]([OH:8])=[N:6][CH:7]=1.C1C=CN=C(C2C=[CH:17][CH:18]=[CH:19]N=2)C=1.C1(B(O)O)CC1.C([O-])([O-])=O.[Na+].[Na+]. The catalyst is ClC(Cl)C.CC([O-])=O.CC([O-])=O.[Cu+2]. The product is [Br:1][C:2]1[CH:3]=[CH:4][C:5](=[O:8])[N:6]([CH:17]2[CH2:18][CH2:19]2)[CH:7]=1. The yield is 0.580. (7) The reactants are [Br:1][C:2]1[CH:3]=[C:4]2[C:8](=[CH:9][CH:10]=1)[C:7](=[O:11])[CH2:6][CH2:5]2.[BH4-].[Na+]. The catalyst is C(O)C. The product is [Br:1][C:2]1[CH:3]=[C:4]2[C:8](=[CH:9][CH:10]=1)[CH:7]([OH:11])[CH2:6][CH2:5]2. The yield is 0.980.